Task: Regression/Classification. Given a drug SMILES string, predict its absorption, distribution, metabolism, or excretion properties. Task type varies by dataset: regression for continuous measurements (e.g., permeability, clearance, half-life) or binary classification for categorical outcomes (e.g., BBB penetration, CYP inhibition). Dataset: cyp2d6_veith.. Dataset: CYP2D6 inhibition data for predicting drug metabolism from PubChem BioAssay (1) The drug is CC(=O)N1CCN(c2nc(C)nc3sc4c(c23)CCC(C)C4)CC1. The result is 0 (non-inhibitor). (2) The compound is Cc1c(-n2cc(C(=O)c3cc(Cl)ccc3O)cc(C#N)c2=O)c(=O)n(-c2ccccc2)n1C. The result is 0 (non-inhibitor).